Dataset: Catalyst prediction with 721,799 reactions and 888 catalyst types from USPTO. Task: Predict which catalyst facilitates the given reaction. (1) Reactant: [Li]CCCC.Br[C:7]1[C:15]2[S:14][C:13]([N:16]3[CH2:21][N:20]([CH3:22])[CH2:19][N:18]([CH2:23][CH3:24])[C:17]3=[O:25])=[N:12][C:11]=2[CH:10]=[C:9]([C:26]2[CH:27]=[N:28][C:29]([N:32]3[CH2:37][CH2:36][C:35]([CH2:43][CH3:44])([C:38]([O:40][CH2:41][CH3:42])=[O:39])[CH2:34][CH2:33]3)=[N:30][CH:31]=2)[CH:8]=1.CN([CH:48]=[O:49])C. Product: [CH2:43]([C:35]1([C:38]([O:40][CH2:41][CH3:42])=[O:39])[CH2:36][CH2:37][N:32]([C:29]2[N:28]=[CH:27][C:26]([C:9]3[CH:8]=[C:7]([CH:48]=[O:49])[C:15]4[S:14][C:13]([N:16]5[CH2:21][N:20]([CH3:22])[CH2:19][N:18]([CH2:23][CH3:24])[C:17]5=[O:25])=[N:12][C:11]=4[CH:10]=3)=[CH:31][N:30]=2)[CH2:33][CH2:34]1)[CH3:44]. The catalyst class is: 1. (2) Reactant: [CH3:1][C:2]1[CH:23]=[CH:22][C:5]([C:6]([NH:8][C:9]2[CH:14]=[CH:13][C:12]([S:15][CH:16]3[CH2:20][CH2:19][O:18][C:17]3=[O:21])=[CH:11][CH:10]=2)=[O:7])=[CH:4][CH:3]=1.[OH-:24].[Na+].C(=O)(O)[O-].[Na+].[CH3:31]I. Product: [OH:24][CH2:19][CH2:20][CH:16]([S:15][C:12]1[CH:13]=[CH:14][C:9]([NH:8][C:6]([C:5]2[CH:4]=[CH:3][C:2]([CH3:1])=[CH:23][CH:22]=2)=[O:7])=[CH:10][CH:11]=1)[C:17]([O:18][CH3:31])=[O:21]. The catalyst class is: 35. (3) Reactant: [CH3:1][CH:2]([CH2:4][N:5]([S:29]([C:32]1[CH:33]=[CH:34][C:35]([NH2:38])=[CH:36][CH:37]=1)(=[O:31])=[O:30])[CH2:6][C@@H:7]([OH:28])[C@@H:8]([NH:16][C:17]([O:19][C@@H:20]1[C@@H:24]2[CH2:25][CH2:26][O:27][C@@H:23]2[O:22][CH2:21]1)=[O:18])[CH2:9][C:10]1[CH:11]=[CH:12][CH:13]=[CH:14][CH:15]=1)[CH3:3].COCCO. Product: [CH3:3][CH:2]([CH2:4][N:5]([S:29]([C:32]1[CH:37]=[CH:36][C:35]([NH2:38])=[CH:34][CH:33]=1)(=[O:31])=[O:30])[CH2:6][C@@H:7]([OH:28])[C@@H:8]([NH:16][C:17]([O:19][C@@H:20]1[C@@H:24]2[CH2:25][CH2:26][O:27][C@@H:23]2[O:22][CH2:21]1)=[O:18])[CH2:9][C:10]1[CH:15]=[CH:14][CH:13]=[CH:12][CH:11]=1)[CH3:1]. The catalyst class is: 6. (4) Reactant: [F:8][C:7]([F:10])([F:9])[C:6](O[C:6](=[O:11])[C:7]([F:10])([F:9])[F:8])=[O:11].[NH2:14][C@H:15]1[C:23]2[C:18](=[CH:19][CH:20]=[CH:21][CH:22]=2)[CH2:17][CH2:16]1.[OH-].[K+]. Product: [F:10][C:7]([F:8])([F:9])[C:6]([NH:14][C@H:15]1[C:23]2[C:18](=[CH:19][CH:20]=[CH:21][CH:22]=2)[CH2:17][CH2:16]1)=[O:11]. The catalyst class is: 93. (5) Reactant: [CH2:1]([O:8][C:9]([NH:11][CH2:12][C:13]1[CH:14]=[C:15]([C:19]2([C:25]#[N:26])[CH2:24][CH2:23][NH:22][CH2:21][CH2:20]2)[CH:16]=[CH:17][CH:18]=1)=[O:10])[C:2]1[CH:7]=[CH:6][CH:5]=[CH:4][CH:3]=1.C(N1CCOCC1)C.CN(C(ON1N=NC2C=CC=CC1=2)=[N+](C)C)C.[B-](F)(F)(F)F.[CH2:57]([C:65]1[CH:66]=[C:67]([C:71](O)=[O:72])[CH:68]=[N:69][CH:70]=1)[CH2:58][C:59]1[CH:64]=[CH:63][CH:62]=[CH:61][CH:60]=1. Product: [CH2:1]([O:8][C:9]([NH:11][CH2:12][C:13]1[CH:14]=[C:15]([C:19]2([C:25]#[N:26])[CH2:24][CH2:23][N:22]([C:71]([C:67]3[CH:68]=[N:69][CH:70]=[C:65]([CH2:57][CH2:58][C:59]4[CH:64]=[CH:63][CH:62]=[CH:61][CH:60]=4)[CH:66]=3)=[O:72])[CH2:21][CH2:20]2)[CH:16]=[CH:17][CH:18]=1)=[O:10])[C:2]1[CH:7]=[CH:6][CH:5]=[CH:4][CH:3]=1. The catalyst class is: 10. (6) Reactant: Cl.O1CCOCC1.[C:8]1([N:14]2[CH2:20][CH2:19][CH2:18][N:17](C(OC(C)(C)C)=O)[CH2:16][CH2:15]2)[CH:13]=[CH:12][CH:11]=[CH:10][CH:9]=1. Product: [C:8]1([N:14]2[CH2:20][CH2:19][CH2:18][NH:17][CH2:16][CH2:15]2)[CH:13]=[CH:12][CH:11]=[CH:10][CH:9]=1. The catalyst class is: 5.